Predict the reaction yield, written as a fraction of the theoretical maximum amount of product (1.0 means a 100% yield; for example, 0.34 means a 34% yield). From a dataset of Reaction yield outcomes from USPTO patents with 853,638 reactions. (1) The reactants are [C:1]([O:5][C:6]([N:8]1[CH2:13][CH2:12][CH:11]([O:14][C:15]2[CH:20]=[CH:19][C:18]([N+:21]([O-])=O)=[CH:17][CH:16]=2)[C:10]([CH3:25])([CH3:24])[CH2:9]1)=[O:7])([CH3:4])([CH3:3])[CH3:2]. The catalyst is C(O)C.[Pd]. The product is [C:1]([O:5][C:6]([N:8]1[CH2:13][CH2:12][CH:11]([O:14][C:15]2[CH:20]=[CH:19][C:18]([NH2:21])=[CH:17][CH:16]=2)[C:10]([CH3:25])([CH3:24])[CH2:9]1)=[O:7])([CH3:4])([CH3:2])[CH3:3]. The yield is 0.820. (2) The reactants are C1N(CCO)CCN(CCS(O)(=O)=O)C1.P(O[C@H:25]([C@H:28]([C@H:30]([C@@H:32]([CH2:34][OH:35])[OH:33])[OH:31])[OH:29])[CH:26]=[O:27])(OP(O)(O)=O)(O)=O.[C@@H:36]1([N:45]2C=CC(=O)NC2=O)[O:44][C@H](CO)[C@@H](O)[C@H:37]1O. No catalyst specified. The product is [OH:27][CH:26]1[O:33][C@H:32]([CH2:34][OH:35])[C@@H:30]([OH:31])[C@H:28]([OH:29])[C@H:25]1[NH:45][C:36]([CH3:37])=[O:44]. The yield is 1.00. (3) The catalyst is CC#N.O.C1C=CC(P(C2C=CC=CC=2)[C-]2C=CC=C2)=CC=1.C1C=CC(P(C2C=CC=CC=2)[C-]2C=CC=C2)=CC=1.Cl[Pd]Cl.[Fe+2]. The yield is 0.794. The product is [F:13][C:14]1[CH:19]=[CH:18][C:17]([CH3:23])=[C:16]([C:2]2[CH:11]=[C:10]3[C:5]([CH:6]=[C:7]([NH2:12])[N:8]=[CH:9]3)=[CH:4][CH:3]=2)[CH:15]=1. The reactants are Br[C:2]1[CH:11]=[C:10]2[C:5]([CH:6]=[C:7]([NH2:12])[N:8]=[CH:9]2)=[CH:4][CH:3]=1.[F:13][C:14]1[CH:15]=[CH:16][C:17]([CH3:23])=[C:18](B(O)O)[CH:19]=1.C([O-])([O-])=O.[Cs+].[Cs+]. (4) The reactants are C(OC([C@H:8]1[NH:13][C:12]([CH3:18])([C:14]([NH:16][NH2:17])=[O:15])[CH2:11][C:10](=[O:19])[N:9]1[CH3:20])=O)(C)(C)C.[Cl:21][C:22]1[CH:23]=[C:24]([N:28]=[C:29]=O)[CH:25]=[CH:26][CH:27]=1.S(Cl)(C1C=CC(C)=CC=1)(=O)=O.CC[N:44](CC)CC. The catalyst is C(Cl)Cl.CN(C1C=CN=CC=1)C. The product is [Cl:21][C:22]1[CH:23]=[C:24]([NH:28][C:29]2[O:15][C:14]([C@@:12]3([CH3:18])[NH:13][C:8](=[NH:44])[N:9]([CH3:20])[C:10](=[O:19])[CH2:11]3)=[N:16][N:17]=2)[CH:25]=[CH:26][CH:27]=1. The yield is 0.100. (5) The reactants are [OH:1][C:2]1[CH:11]=[CH:10][CH:9]=[C:8]2[C:3]=1[CH:4]=[CH:5][C:6]([CH3:12])=[N:7]2.[Br:13][CH2:14][CH2:15]Br. No catalyst specified. The product is [Br:13][CH2:14][CH2:15][O:1][C:2]1[CH:11]=[CH:10][CH:9]=[C:8]2[C:3]=1[CH:4]=[CH:5][C:6]([CH3:12])=[N:7]2. The yield is 0.910. (6) The reactants are [NH2:1][CH:2]1[CH2:11][C:10]2[C:5](=[CH:6][CH:7]=[CH:8][CH:9]=2)[NH:4][C:3]1=[O:12].CCN(C(C)C)C(C)C.[C:22]1([S:28](Cl)(=[O:30])=[O:29])[CH:27]=[CH:26][CH:25]=[CH:24][CH:23]=1. The catalyst is CC#N. The product is [O:12]=[C:3]1[CH:2]([NH:1][S:28]([C:22]2[CH:27]=[CH:26][CH:25]=[CH:24][CH:23]=2)(=[O:30])=[O:29])[CH2:11][C:10]2[C:5](=[CH:6][CH:7]=[CH:8][CH:9]=2)[NH:4]1. The yield is 0.780.